Dataset: Forward reaction prediction with 1.9M reactions from USPTO patents (1976-2016). Task: Predict the product of the given reaction. (1) Given the reactants [C:1]([O:5][C:6](=[O:48])[NH:7][CH2:8][CH2:9][NH:10][CH2:11][C:12]1[CH:17]=[CH:16][C:15]([C:18]2[CH:23]=[CH:22][CH:21]=[CH:20][C:19]=2[C:24]2[N:28]([C:29]([C:42]3[CH:47]=[CH:46][CH:45]=[CH:44][CH:43]=3)([C:36]3[CH:41]=[CH:40][CH:39]=[CH:38][CH:37]=3)[C:30]3[CH:35]=[CH:34][CH:33]=[CH:32][CH:31]=3)[N:27]=[N:26][N:25]=2)=[CH:14][CH:13]=1)([CH3:4])([CH3:3])[CH3:2].CCN(C(C)C)C(C)C.Cl[C:59]([O:61][CH2:62][C:63]1[CH:68]=[CH:67][CH:66]=[CH:65][CH:64]=1)=[O:60].O, predict the reaction product. The product is: [C:1]([O:5][C:6](=[O:48])[NH:7][CH2:8][CH2:9][N:10]([C:59]([O:61][CH2:62][C:63]1[CH:68]=[CH:67][CH:66]=[CH:65][CH:64]=1)=[O:60])[CH2:11][C:12]1[CH:17]=[CH:16][C:15]([C:18]2[CH:23]=[CH:22][CH:21]=[CH:20][C:19]=2[C:24]2[N:28]([C:29]([C:42]3[CH:47]=[CH:46][CH:45]=[CH:44][CH:43]=3)([C:30]3[CH:31]=[CH:32][CH:33]=[CH:34][CH:35]=3)[C:36]3[CH:37]=[CH:38][CH:39]=[CH:40][CH:41]=3)[N:27]=[N:26][N:25]=2)=[CH:14][CH:13]=1)([CH3:4])([CH3:2])[CH3:3]. (2) Given the reactants [Cl:1][C:2]1[CH:10]=[C:9]([C:11]([F:14])([F:13])[F:12])[C:5]([C:6]([NH2:8])=O)=[CH:4][N:3]=1.O=P(Cl)(Cl)Cl, predict the reaction product. The product is: [Cl:1][C:2]1[CH:10]=[C:9]([C:11]([F:12])([F:13])[F:14])[C:5]([C:6]#[N:8])=[CH:4][N:3]=1. (3) Given the reactants Br[CH2:2][CH2:3][O:4][C:5]1[CH:10]=[C:9]([N+:11]([O-:13])=[O:12])[CH:8]=[CH:7][C:6]=1[Cl:14].C(=O)([O-])[O-].[Cs+].[Cs+].CN1CCCC1=O.[NH:28]1[CH:32]=[CH:31][CH:30]=[N:29]1, predict the reaction product. The product is: [Cl:14][C:6]1[CH:7]=[CH:8][C:9]([N+:11]([O-:13])=[O:12])=[CH:10][C:5]=1[O:4][CH2:3][CH2:2][N:28]1[CH:32]=[CH:31][CH:30]=[N:29]1. (4) Given the reactants Br[C:2]1[CH:24]=[C:23]([CH3:25])[C:5]([O:6][C:7]2[N:11]([CH3:12])[C:10]3[C:13]([CH:18]([CH2:21][CH3:22])[CH2:19][CH3:20])=[CH:14][CH:15]=[C:16]([Cl:17])[C:9]=3[N:8]=2)=[C:4]([Cl:26])[CH:3]=1.C([Li])CCC.[CH3:32][S:33]SC.[Cl-].[NH4+], predict the reaction product. The product is: [Cl:17][C:16]1[C:9]2[N:8]=[C:7]([O:6][C:5]3[C:23]([CH3:25])=[CH:24][C:2]([S:33][CH3:32])=[CH:3][C:4]=3[Cl:26])[N:11]([CH3:12])[C:10]=2[C:13]([CH:18]([CH2:21][CH3:22])[CH2:19][CH3:20])=[CH:14][CH:15]=1. (5) Given the reactants [CH:1]1([CH2:4][C:5](=[O:12])[CH2:6][C:7]([O:9][CH2:10][CH3:11])=[O:8])[CH2:3][CH2:2]1.C1(C(C(=[CH:24][N:25]([CH3:27])[CH3:26])C(OCC)=O)=O)CC1, predict the reaction product. The product is: [CH:1]1([CH2:4][C:5](=[O:12])/[C:6](=[CH:24]/[N:25]([CH3:27])[CH3:26])/[C:7]([O:9][CH2:10][CH3:11])=[O:8])[CH2:3][CH2:2]1.